This data is from Forward reaction prediction with 1.9M reactions from USPTO patents (1976-2016). The task is: Predict the product of the given reaction. (1) Given the reactants Cl[C:2]1[N:10]=[C:9]2[C:5]([N:6]=[CH:7][N:8]2[CH:11]2[CH2:15][CH2:14][CH2:13][CH2:12]2)=[C:4](Cl)[N:3]=1.COC1C=C(C=CC=1OC)CN, predict the reaction product. The product is: [CH:11]1([N:8]2[CH:7]=[N:6][C:5]3[C:9]2=[N:10][CH:2]=[N:3][CH:4]=3)[CH2:12][CH2:13][CH2:14][CH2:15]1. (2) Given the reactants [Cl:1][C:2]1[C:3]([CH2:14][N:15]2[CH2:20][CH2:19][NH:18][CH2:17][CH2:16]2)=[C:4]([N:8]2[CH2:13][CH2:12][O:11][CH2:10][CH2:9]2)[CH:5]=[CH:6][CH:7]=1.[C:21](=O)([O:30]N1C(=O)CCC1=O)[O:22][N:23]1[C:27](=[O:28])[CH2:26][CH2:25][C:24]1=[O:29].ClCCl.C(N(CC)C(C)C)(C)C, predict the reaction product. The product is: [Cl:1][C:2]1[CH:7]=[CH:6][CH:5]=[C:4]([N:8]2[CH2:13][CH2:12][O:11][CH2:10][CH2:9]2)[C:3]=1[CH2:14][N:15]1[CH2:20][CH2:19][N:18]([C:21]([O:22][N:23]2[C:27](=[O:28])[CH2:26][CH2:25][C:24]2=[O:29])=[O:30])[CH2:17][CH2:16]1.